From a dataset of Catalyst prediction with 721,799 reactions and 888 catalyst types from USPTO. Predict which catalyst facilitates the given reaction. (1) Reactant: [N:1]1([C:6]([C@H:8]2[CH2:13][CH2:12][C@H:11]([C:14]([O:16]C)=[O:15])[CH2:10][CH2:9]2)=[O:7])[CH2:5][CH2:4][CH2:3][CH2:2]1.[OH-].[Na+]. Product: [N:1]1([C:6]([C@H:8]2[CH2:13][CH2:12][C@H:11]([C:14]([OH:16])=[O:15])[CH2:10][CH2:9]2)=[O:7])[CH2:2][CH2:3][CH2:4][CH2:5]1. The catalyst class is: 24. (2) Reactant: [ClH:1].[NH2:2][C@@H:3]([CH2:24][C:25]1[CH:30]=[CH:29][C:28]([NH:31][C:32]2[CH:37]=[C:36]([C:38]3[CH:43]=[CH:42][C:41]([F:44])=[CH:40][CH:39]=3)[N:35]=[CH:34][N:33]=2)=[CH:27][CH:26]=1)[C@H:4]([OH:23])[CH2:5][NH:6][C:7]1([C:13]2[CH:18]=[CH:17][CH:16]=[C:15]([C:19]([CH3:22])([CH3:21])[CH3:20])[CH:14]=2)[CH2:12][CH2:11][CH2:10][CH2:9][CH2:8]1.CCN(CC)CC.[CH3:52][C:53](OC(C)=O)=[O:54]. Product: [ClH:1].[C:19]([C:15]1[CH:14]=[C:13]([C:7]2([NH:6][CH2:5][C@@H:4]([OH:23])[C@@H:3]([NH:2][C:53](=[O:54])[CH3:52])[CH2:24][C:25]3[CH:30]=[CH:29][C:28]([NH:31][C:32]4[CH:37]=[C:36]([C:38]5[CH:43]=[CH:42][C:41]([F:44])=[CH:40][CH:39]=5)[N:35]=[CH:34][N:33]=4)=[CH:27][CH:26]=3)[CH2:12][CH2:11][CH2:10][CH2:9][CH2:8]2)[CH:18]=[CH:17][CH:16]=1)([CH3:22])([CH3:20])[CH3:21]. The catalyst class is: 366. (3) Reactant: [Cl:1][C:2]1[N:7]=[CH:6][C:5]([C:8](Cl)=[O:9])=[CH:4][CH:3]=1.[NH2:11][C:12]1[CH:13]=[C:14]([CH:31]=[CH:32][C:33]=1[Cl:34])[C:15]([NH:17][C:18]1[CH:23]=[C:22]([N:24]2[CH2:29][CH2:28][O:27][CH2:26][CH2:25]2)[CH:21]=[C:20]([F:30])[CH:19]=1)=[O:16].N1C=CC=CC=1.O. Product: [Cl:34][C:33]1[CH:32]=[CH:31][C:14]([C:15]([NH:17][C:18]2[CH:23]=[C:22]([N:24]3[CH2:29][CH2:28][O:27][CH2:26][CH2:25]3)[CH:21]=[C:20]([F:30])[CH:19]=2)=[O:16])=[CH:13][C:12]=1[NH:11][C:8]([C:5]1[CH:6]=[N:7][C:2]([Cl:1])=[CH:3][CH:4]=1)=[O:9]. The catalyst class is: 27. (4) Reactant: [CH3:1][N:2]([C:11]1[CH:12]=[CH:13][CH:14]=[C:15]2[C:19]=1[NH:18][C:17]([C:20]1[S:21][CH:22]([CH2:25][CH:26]=O)[CH2:23][N:24]=1)=[CH:16]2)[S:3]([C:6]1[S:7][CH:8]=[CH:9][CH:10]=1)(=[O:5])=[O:4].[NH2:28][CH2:29][CH2:30][OH:31].[BH4-].[Na+]. Product: [OH:31][CH2:30][CH2:29][NH:28][CH2:26][CH2:25][CH:22]1[S:21][C:20]([C:17]2[NH:18][C:19]3[C:15]([CH:16]=2)=[CH:14][CH:13]=[CH:12][C:11]=3[N:2]([CH3:1])[S:3]([C:6]2[S:7][CH:8]=[CH:9][CH:10]=2)(=[O:5])=[O:4])=[N:24][CH2:23]1. The catalyst class is: 125. (5) Reactant: [CH3:1][N:2]1[CH2:6][CH:5]([C:7]([O:9][CH3:10])=[O:8])[NH:4][C:3]1=[O:11].[CH3:12]I.[H-].[Na+]. Product: [CH3:1][N:2]1[CH2:6][CH:5]([C:7]([O:9][CH3:10])=[O:8])[N:4]([CH3:12])[C:3]1=[O:11]. The catalyst class is: 7. (6) Reactant: [C:1]1(=[O:11])[O:6][C:4](=O)[C:3]2=[CH:7][CH:8]=[CH:9][CH:10]=[C:2]12.[CH3:12][O:13][C:14]1[C:15]([N+:22]([O-:24])=[O:23])=[CH:16][C:17]([CH3:21])=[C:18]([NH2:20])[CH:19]=1. Product: [CH3:12][O:13][C:14]1[C:15]([N+:22]([O-:24])=[O:23])=[CH:16][C:17]([CH3:21])=[C:18]([N:20]2[C:1](=[O:11])[C:2]3[C:3](=[CH:7][CH:8]=[CH:9][CH:10]=3)[C:4]2=[O:6])[CH:19]=1. The catalyst class is: 15. (7) Reactant: C([O:3][C:4](=O)[CH2:5][O:6][CH2:7][C:8]1[CH:17]=[CH:16][C:11]([C:12]([O:14][CH3:15])=[O:13])=[CH:10][N:9]=1)C.[BH3-]C#N.[Na+]. Product: [O:3]=[C:4]1[CH2:5][O:6][CH2:7][C@H:8]2[CH2:17][CH2:16][C@@H:11]([C:12]([O:14][CH3:15])=[O:13])[CH2:10][N:9]12. The catalyst class is: 52. (8) Reactant: Br[C:2]1[CH:3]=[C:4]([C:12]2[C:20]3[C:19]([OH:21])=[C:18]([C:22]#[N:23])[C:17](=[O:24])[NH:16][C:15]=3[S:14][CH:13]=2)[S:5][C:6]=1[C:7]#[C:8][CH2:9][O:10][CH3:11].CO[CH2:27][CH2:28]OC.C([Sn](CCCC)(CCCC)CCCC)=C. Product: [OH:21][C:19]1[C:20]2[C:12]([C:4]3[S:5][C:6]([C:7]#[C:8][CH2:9][O:10][CH3:11])=[C:2]([CH:27]=[CH2:28])[CH:3]=3)=[CH:13][S:14][C:15]=2[NH:16][C:17](=[O:24])[C:18]=1[C:22]#[N:23]. The catalyst class is: 3. (9) Reactant: [CH3:1][C:2]1[CH:3]=[C:4]2[CH:10]=[N:9][NH:8][C:5]2=[CH:6][N:7]=1.[I:11]I.[OH-].[K+]. Product: [I:11][C:10]1[C:4]2[C:5](=[CH:6][N:7]=[C:2]([CH3:1])[CH:3]=2)[NH:8][N:9]=1. The catalyst class is: 39.